This data is from Full USPTO retrosynthesis dataset with 1.9M reactions from patents (1976-2016). The task is: Predict the reactants needed to synthesize the given product. (1) Given the product [OH:1][CH2:2][C:3]([CH3:27])([C:21]1[CH:26]=[CH:25][CH:24]=[CH:23][CH:22]=1)[CH2:4][CH2:5][CH2:6][S:7]([CH2:8][CH2:9][CH2:10][C:11]([CH3:20])([C:14]1[CH:19]=[CH:18][CH:17]=[CH:16][CH:15]=1)[CH2:12][OH:13])=[O:35], predict the reactants needed to synthesize it. The reactants are: [OH:1][CH2:2][C:3]([CH3:27])([C:21]1[CH:26]=[CH:25][CH:24]=[CH:23][CH:22]=1)[CH2:4][CH2:5][CH2:6][S:7][CH2:8][CH2:9][CH2:10][C:11]([CH3:20])([C:14]1[CH:19]=[CH:18][CH:17]=[CH:16][CH:15]=1)[CH2:12][OH:13].OO.ClCCl.C(OCC)(=[O:35])C. (2) Given the product [Cl:8][C:6]1[N:7]=[C:2]([N:18]2[CH2:19][CH2:20][CH:21]([C:24]3[C:32]4[C:27](=[N:28][CH:29]=[CH:30][CH:31]=4)[NH:26][N:25]=3)[CH2:22][CH2:23]2)[N:3]=[C:4]([O:9][CH2:10][C@H:11]2[CH2:13][C@H:12]2[C:14]#[N:15])[N:5]=1, predict the reactants needed to synthesize it. The reactants are: Cl[C:2]1[N:7]=[C:6]([Cl:8])[N:5]=[C:4]([O:9][CH2:10][C@H:11]2[CH2:13][C@H:12]2[C:14]#[N:15])[N:3]=1.Cl.Cl.[NH:18]1[CH2:23][CH2:22][CH:21]([C:24]2[C:32]3[C:27](=[N:28][CH:29]=[CH:30][CH:31]=3)[NH:26][N:25]=2)[CH2:20][CH2:19]1.CCN(C(C)C)C(C)C.CO.